Dataset: Full USPTO retrosynthesis dataset with 1.9M reactions from patents (1976-2016). Task: Predict the reactants needed to synthesize the given product. (1) Given the product [Br:19][C:2]1[C:3]([O:17][CH3:18])=[C:4]([CH2:9][CH2:10][CH2:11][C:12]([O:14][CH2:15][CH3:16])=[O:13])[CH:5]=[C:6]([F:8])[CH:7]=1, predict the reactants needed to synthesize it. The reactants are: N[C:2]1[C:3]([O:17][CH3:18])=[C:4]([CH2:9][CH2:10][CH2:11][C:12]([O:14][CH2:15][CH3:16])=[O:13])[CH:5]=[C:6]([F:8])[CH:7]=1.[BrH:19].N([O-])=O.[Na+].[NH4+].[Cl-]. (2) Given the product [ClH:33].[CH2:2]([O:4][C@@H:5]([CH2:9][C:10]1[CH:15]=[CH:14][C:13]([O:16][CH2:17][C:18]2[CH:23]=[C:22]([O:24][CH3:25])[CH:21]=[CH:20][N:19]=2)=[CH:12][CH:11]=1)[C:6]([N:35]([OH:36])[CH3:34])=[O:7])[CH3:3], predict the reactants needed to synthesize it. The reactants are: [Na].[CH2:2]([O:4][C@@H:5]([CH2:9][C:10]1[CH:15]=[CH:14][C:13]([O:16][CH2:17][C:18]2[CH:23]=[C:22]([O:24][CH3:25])[CH:21]=[CH:20][N:19]=2)=[CH:12][CH:11]=1)[C:6](O)=[O:7])[CH3:3].C(N(CC)CC)C.[ClH:33].[CH3:34][NH:35][OH:36].F[P-](F)(F)(F)(F)F.C[N+](C)=C(N(C)C)ON1C2N=CC=CC=2N=N1.Cl.